This data is from Forward reaction prediction with 1.9M reactions from USPTO patents (1976-2016). The task is: Predict the product of the given reaction. (1) Given the reactants [NH2:1][C:2](=[O:33])[C:3]([NH:6][C:7](=[O:32])[C:8]1[CH:13]=[CH:12][CH:11]=[C:10]([C:14]2[C:23]3[C:18](=[CH:19][C:20]([OH:29])=[C:21]4[O:26][C:25]([CH3:28])([CH3:27])[CH2:24][C:22]4=3)[CH2:17][C:16]([CH3:31])([CH3:30])[N:15]=2)[CH:9]=1)([CH3:5])[CH3:4].C(=O)([O-])[O-].[K+].[K+].[I-].[K+].Br[CH2:43][CH2:44][OH:45], predict the reaction product. The product is: [NH2:1][C:2](=[O:33])[C:3]([NH:6][C:7](=[O:32])[C:8]1[CH:13]=[CH:12][CH:11]=[C:10]([C:14]2[C:23]3[C:18](=[CH:19][C:20]([O:29][CH2:43][CH2:44][OH:45])=[C:21]4[O:26][C:25]([CH3:27])([CH3:28])[CH2:24][C:22]4=3)[CH2:17][C:16]([CH3:31])([CH3:30])[N:15]=2)[CH:9]=1)([CH3:5])[CH3:4]. (2) Given the reactants [CH3:1][O:2][C:3]1[CH:4]=[CH:5][C:6]2[NH:12][C:11](=[O:13])[N:10]([CH:14]3[CH2:19][CH2:18][NH:17][CH2:16][CH2:15]3)[CH2:9][CH2:8][C:7]=2[CH:20]=1.Cl[C:22]1[CH:27]=[C:26]([C:28]([C:30]2[CH:40]=[C:39]([CH3:41])[C:33]3[N:34]([CH3:38])[C:35](=[O:37])[O:36][C:32]=3[CH:31]=2)=[O:29])[CH:25]=[CH:24][N:23]=1, predict the reaction product. The product is: [CH3:38][N:34]1[C:33]2[C:39]([CH3:41])=[CH:40][C:30]([C:28]([C:26]3[CH:25]=[CH:24][N:23]=[C:22]([N:17]4[CH2:18][CH2:19][CH:14]([N:10]5[CH2:9][CH2:8][C:7]6[CH:20]=[C:3]([O:2][CH3:1])[CH:4]=[CH:5][C:6]=6[NH:12][C:11]5=[O:13])[CH2:15][CH2:16]4)[CH:27]=3)=[O:29])=[CH:31][C:32]=2[O:36][C:35]1=[O:37]. (3) Given the reactants [Br:1][C:2]1[CH:7]=[CH:6][C:5]([NH:8][C:9]2[C:10]3[CH:18]=[C:17](F)[N:16]=[CH:15][C:11]=3[N:12]=[CH:13][N:14]=2)=[CH:4][C:3]=1[Cl:20].[CH3:21][O:22][C:23]1[CH:30]=[CH:29][C:26]([CH2:27][NH2:28])=[CH:25][CH:24]=1, predict the reaction product. The product is: [Br:1][C:2]1[CH:7]=[CH:6][C:5]([NH:8][C:9]2[C:10]3[CH:18]=[C:17]([NH:28][CH2:27][C:26]4[CH:29]=[CH:30][C:23]([O:22][CH3:21])=[CH:24][CH:25]=4)[N:16]=[CH:15][C:11]=3[N:12]=[CH:13][N:14]=2)=[CH:4][C:3]=1[Cl:20]. (4) Given the reactants [CH2:1]([O:3][C:4]1[CH:5]=[CH:6][C:7]([OH:14])=[C:8]([CH:13]=1)[C:9]([O:11][CH3:12])=[O:10])[CH3:2].[Br:15]Br, predict the reaction product. The product is: [Br:15][C:6]1[C:7]([OH:14])=[C:8]([CH:13]=[C:4]([O:3][CH2:1][CH3:2])[CH:5]=1)[C:9]([O:11][CH3:12])=[O:10]. (5) Given the reactants F[C:2]1[N:10]=[C:9]2[C:5]([N:6]=[CH:7][N:8]2[CH:11]2[CH2:16][CH2:15][CH2:14][CH2:13][O:12]2)=[C:4]([NH:17][C:18]2[CH:23]=[CH:22][C:21]([S:24]([CH3:27])(=[O:26])=[O:25])=[CH:20][CH:19]=2)[N:3]=1.[NH:28]1[CH2:33][CH2:32][CH:31]([N:34]2[CH2:39][CH2:38][O:37][CH2:36][CH2:35]2)[CH2:30][CH2:29]1.C(N(C(C)C)CC)(C)C, predict the reaction product. The product is: [CH3:27][S:24]([C:21]1[CH:22]=[CH:23][C:18]([NH:17][C:4]2[N:3]=[C:2]([N:28]3[CH2:33][CH2:32][CH:31]([N:34]4[CH2:39][CH2:38][O:37][CH2:36][CH2:35]4)[CH2:30][CH2:29]3)[N:10]=[C:9]3[C:5]=2[N:6]=[CH:7][N:8]3[CH:11]2[CH2:16][CH2:15][CH2:14][CH2:13][O:12]2)=[CH:19][CH:20]=1)(=[O:26])=[O:25]. (6) Given the reactants C[O:2][C:3](=[O:33])[C@@H:4]([N:28]1[CH:32]=[CH:31][CH:30]=[CH:29]1)[CH2:5][C:6]1[CH:11]=[CH:10][C:9]([CH2:12][NH:13][CH2:14][CH2:15][C:16]2[N:17]=[C:18]([C:22]3[CH:27]=[CH:26][CH:25]=[CH:24][CH:23]=3)[O:19][C:20]=2[CH3:21])=[CH:8][CH:7]=1.[CH:34](=O)[C:35]1[CH:40]=[CH:39][CH:38]=[CH:37][CH:36]=1, predict the reaction product. The product is: [CH2:34]([N:13]([CH2:12][C:9]1[CH:8]=[CH:7][C:6]([CH2:5][C@H:4]([N:28]2[CH:32]=[CH:31][CH:30]=[CH:29]2)[C:3]([OH:2])=[O:33])=[CH:11][CH:10]=1)[CH2:14][CH2:15][C:16]1[N:17]=[C:18]([C:22]2[CH:23]=[CH:24][CH:25]=[CH:26][CH:27]=2)[O:19][C:20]=1[CH3:21])[C:35]1[CH:40]=[CH:39][CH:38]=[CH:37][CH:36]=1.